Predict the reactants needed to synthesize the given product. From a dataset of Full USPTO retrosynthesis dataset with 1.9M reactions from patents (1976-2016). (1) Given the product [F:20][C:17]1[CH:18]=[CH:19][C:14]([CH2:13][C@H:9]2[C:10](=[O:12])[O:11][C:6](=[O:5])[NH:8]2)=[CH:15][CH:16]=1, predict the reactants needed to synthesize it. The reactants are: C([O:5][C:6]([NH:8][C@@H:9]([CH2:13][C:14]1[CH:19]=[CH:18][C:17]([F:20])=[CH:16][CH:15]=1)[C:10]([OH:12])=[O:11])=O)(C)(C)C.ClC(Cl)(OC(=O)OC(Cl)(Cl)Cl)Cl.C(N(CC)CC)C. (2) The reactants are: [CH3:1][O:2][C:3]1[CH:8]=[CH:7][C:6]([S:9]([CH:12]2[S:16][C:15](=[O:17])[NH:14][C:13]2=[O:18])(=[O:11])=[O:10])=[CH:5][CH:4]=1.C[Si](C)(C)[N-][Si](C)(C)C.[Na+].[Cl:29][C:30]1[CH:35]=[CH:34][C:33]([C:36]#[C:37][CH2:38][CH2:39][CH2:40]I)=[CH:32][CH:31]=1. Given the product [Cl:29][C:30]1[CH:35]=[CH:34][C:33]([C:36]#[C:37][CH2:38][CH2:39][CH2:40][C:12]2([S:9]([C:6]3[CH:7]=[CH:8][C:3]([O:2][CH3:1])=[CH:4][CH:5]=3)(=[O:10])=[O:11])[S:16][C:15](=[O:17])[NH:14][C:13]2=[O:18])=[CH:32][CH:31]=1, predict the reactants needed to synthesize it.